Dataset: Peptide-MHC class II binding affinity with 134,281 pairs from IEDB. Task: Regression. Given a peptide amino acid sequence and an MHC pseudo amino acid sequence, predict their binding affinity value. This is MHC class II binding data. (1) The peptide sequence is AAATSGTTVYGAFAA. The MHC is HLA-DPA10103-DPB10401 with pseudo-sequence HLA-DPA10103-DPB10401. The binding affinity (normalized) is 0.124. (2) The peptide sequence is EKKYFAATQCEPLAA. The MHC is HLA-DPA10201-DPB11401 with pseudo-sequence HLA-DPA10201-DPB11401. The binding affinity (normalized) is 0.495. (3) The peptide sequence is RRFKYLLNVSYLCHL. The binding affinity (normalized) is 0.923. The MHC is DRB1_0101 with pseudo-sequence DRB1_0101. (4) The peptide sequence is VSRGTAKLRWFHERG. The MHC is DRB1_0404 with pseudo-sequence DRB1_0404. The binding affinity (normalized) is 0.438. (5) The peptide sequence is SLSELTDALRTLGST. The MHC is DRB5_0101 with pseudo-sequence DRB5_0101. The binding affinity (normalized) is 0.300.